From a dataset of TCR-epitope binding with 47,182 pairs between 192 epitopes and 23,139 TCRs. Binary Classification. Given a T-cell receptor sequence (or CDR3 region) and an epitope sequence, predict whether binding occurs between them. (1) The epitope is TLIGDCATV. The TCR CDR3 sequence is CASSLALLTDTQYF. Result: 1 (the TCR binds to the epitope). (2) The epitope is KLSYGIATV. The TCR CDR3 sequence is CASSLNFVGLAGGVDTQYF. Result: 1 (the TCR binds to the epitope). (3) The epitope is HTDFSSEIIGY. The TCR CDR3 sequence is CASSRRGDVPGELFF. Result: 0 (the TCR does not bind to the epitope). (4) The epitope is RAKFKQLL. The TCR CDR3 sequence is CASSQETSGTNLGTQYF. Result: 1 (the TCR binds to the epitope). (5) The epitope is HTTDPSFLGRY. The TCR CDR3 sequence is CASSQFYSGNSPLHF. Result: 1 (the TCR binds to the epitope). (6) The epitope is LLWNGPMAV. Result: 1 (the TCR binds to the epitope). The TCR CDR3 sequence is CASSEYVQYYGYTF.